This data is from Peptide-MHC class II binding affinity with 134,281 pairs from IEDB. The task is: Regression. Given a peptide amino acid sequence and an MHC pseudo amino acid sequence, predict their binding affinity value. This is MHC class II binding data. (1) The peptide sequence is KDKWIELKESWGAIWRIDTP. The MHC is DRB1_1302 with pseudo-sequence DRB1_1302. The binding affinity (normalized) is 0.393. (2) The peptide sequence is IAEILIIIMRTFRIA. The MHC is DRB1_0701 with pseudo-sequence DRB1_0701. The binding affinity (normalized) is 0.665. (3) The peptide sequence is LNKIVRMYSPVSILDI. The MHC is DRB3_0202 with pseudo-sequence DRB3_0202. The binding affinity (normalized) is 0.357. (4) The peptide sequence is EFENFMKAGAHPIMH. The MHC is DRB5_0101 with pseudo-sequence DRB5_0101. The binding affinity (normalized) is 0.887. (5) The peptide sequence is VLNRKTFEREYPTIK. The MHC is HLA-DQA10102-DQB10501 with pseudo-sequence HLA-DQA10102-DQB10501. The binding affinity (normalized) is 0. (6) The peptide sequence is PAGVCPTIGVGGNFA. The MHC is DRB1_1302 with pseudo-sequence DRB1_1302. The binding affinity (normalized) is 0.190. (7) The binding affinity (normalized) is 0.353. The MHC is DRB3_0202 with pseudo-sequence DRB3_0202. The peptide sequence is PNESYKKQVTIRIGC. (8) The peptide sequence is YLPKPPKPVSKLRLATPLLLQALPL. The MHC is DRB5_0101 with pseudo-sequence DRB5_0101. The binding affinity (normalized) is 0.583.